From a dataset of Forward reaction prediction with 1.9M reactions from USPTO patents (1976-2016). Predict the product of the given reaction. (1) Given the reactants Br[C:2]1[N:6]2[CH:7]=[CH:8][CH:9]=[N:10][C:5]2=[N:4][CH:3]=1.[F:11][C:12]1[C:13]([SH:27])=[CH:14][C:15]2[S:19][C:18]([NH:20][C:21]([CH:23]3[CH2:25][CH2:24]3)=[O:22])=[N:17][C:16]=2[CH:26]=1.C(=O)([O-])[O-].[K+].[K+].CS(C)=O, predict the reaction product. The product is: [F:11][C:12]1[C:13]([S:27][C:2]2[N:6]3[CH:7]=[CH:8][CH:9]=[N:10][C:5]3=[N:4][CH:3]=2)=[CH:14][C:15]2[S:19][C:18]([NH:20][C:21]([CH:23]3[CH2:24][CH2:25]3)=[O:22])=[N:17][C:16]=2[CH:26]=1. (2) Given the reactants [OH:1][CH:2](CO)[CH2:3][CH2:4][CH2:5][CH2:6][CH2:7][CH2:8][CH2:9][CH2:10][C:11]([O:13][CH2:14][O:15][C:16](=[O:29])[CH2:17][CH2:18][CH2:19][CH2:20][CH2:21][CH2:22][CH2:23][CH2:24][CH:25]([OH:28])CO)=[O:12].I([O-])(=O)(=O)=O.[Na+].O1CCCC1, predict the reaction product. The product is: [O:1]=[CH:2][CH2:3][CH2:4][CH2:5][CH2:6][CH2:7][CH2:8][CH2:9][CH2:10][C:11]([O:13][CH2:14][O:15][C:16](=[O:29])[CH2:17][CH2:18][CH2:19][CH2:20][CH2:21][CH2:22][CH2:23][CH2:24][CH:25]=[O:28])=[O:12]. (3) Given the reactants [F:1][C:2]1[CH:3]=[C:4]([CH:22]=[CH:23][CH:24]=1)[CH2:5][CH2:6][NH:7][C:8]1[N:16]=[C:15]([C:17]2[CH:18]=[N:19][NH:20][CH:21]=2)[CH:14]=[CH:13][C:9]=1[C:10](O)=[O:11].CN(C(ON1N=[N:40][C:35]2[CH:36]=[CH:37][CH:38]=[CH:39]C1=2)=[N+](C)C)C.F[P-](F)(F)(F)(F)F.C1C=CC2N(O)N=[N:55][C:53]=2C=1, predict the reaction product. The product is: [F:1][C:2]1[CH:3]=[C:4]([CH:22]=[CH:23][CH:24]=1)[CH2:5][CH2:6][NH:7][C:8]1[N:16]=[C:15]([C:17]2[CH:18]=[N:19][NH:20][CH:21]=2)[CH:14]=[CH:13][C:9]=1[C:10]([NH:55][CH2:53][C:38]1[CH:39]=[N:40][CH:35]=[CH:36][CH:37]=1)=[O:11]. (4) Given the reactants [C:1]([NH:4][CH2:5][CH2:6][CH2:7][S:8]([O:11][CH2:12][C:13]([CH3:18])([CH3:17])[CH2:14][CH:15]=C)(=[O:10])=[O:9])(=[O:3])[CH3:2].O.[O:20]1CCCC1.I([O-])(=O)(=O)=O.[Na+], predict the reaction product. The product is: [C:1]([NH:4][CH2:5][CH2:6][CH2:7][S:8]([O:11][CH2:12][C:13]([CH3:18])([CH3:17])[CH2:14][CH:15]=[O:20])(=[O:10])=[O:9])(=[O:3])[CH3:2]. (5) Given the reactants C[Si](Br)(C)C.C[O:7][P:8]([C:11]1[CH:16]=[CH:15][CH:14]=[C:13]([N+:17]([O-])=O)[CH:12]=1)(=[O:10])[O-:9], predict the reaction product. The product is: [NH2:17][C:13]1[CH:12]=[C:11]([P:8](=[O:7])([OH:10])[OH:9])[CH:16]=[CH:15][CH:14]=1.